Dataset: NCI-60 drug combinations with 297,098 pairs across 59 cell lines. Task: Regression. Given two drug SMILES strings and cell line genomic features, predict the synergy score measuring deviation from expected non-interaction effect. Drug 1: CC12CCC(CC1=CCC3C2CCC4(C3CC=C4C5=CN=CC=C5)C)O. Drug 2: CCC1(CC2CC(C3=C(CCN(C2)C1)C4=CC=CC=C4N3)(C5=C(C=C6C(=C5)C78CCN9C7C(C=CC9)(C(C(C8N6C=O)(C(=O)OC)O)OC(=O)C)CC)OC)C(=O)OC)O.OS(=O)(=O)O. Cell line: SF-539. Synergy scores: CSS=58.2, Synergy_ZIP=8.39, Synergy_Bliss=8.10, Synergy_Loewe=-11.9, Synergy_HSA=8.94.